From a dataset of Forward reaction prediction with 1.9M reactions from USPTO patents (1976-2016). Predict the product of the given reaction. (1) The product is: [Cl:30][CH2:31][CH2:32][O:33][C:34]1[CH:35]=[C:36]([NH:37][C:2]2[N:7]=[C:6]([C:8]3[C:9]([C:17]4[CH:18]=[C:19]([NH:23][C:24](=[O:29])[C:25]([F:26])([F:27])[F:28])[CH:20]=[CH:21][CH:22]=4)=[N:10][N:11]4[CH:16]=[CH:15][CH:14]=[CH:13][C:12]=34)[CH:5]=[CH:4][N:3]=2)[CH:38]=[CH:39][CH:40]=1. Given the reactants Cl[C:2]1[N:7]=[C:6]([C:8]2[C:9]([C:17]3[CH:18]=[C:19]([NH:23][C:24](=[O:29])[C:25]([F:28])([F:27])[F:26])[CH:20]=[CH:21][CH:22]=3)=[N:10][N:11]3[CH:16]=[CH:15][CH:14]=[CH:13][C:12]=23)[CH:5]=[CH:4][N:3]=1.[Cl:30][CH2:31][CH2:32][O:33][C:34]1[CH:35]=[C:36]([CH:38]=[CH:39][CH:40]=1)[NH2:37], predict the reaction product. (2) The product is: [C:2]([C:7]1[N:8]=[C:9]([CH2:12][N:13]2[CH:17]=[CH:16][C:15]([NH:18][C:25]([C:23]3[N:24]=[C:20]([CH3:19])[O:21][C:22]=3[C:28]3[CH:33]=[CH:32][CH:31]=[C:30]([O:34][C:35]([F:37])([F:36])[F:38])[CH:29]=3)=[O:26])=[N:14]2)[S:10][CH:11]=1)(=[O:6])[CH3:1]. Given the reactants [CH3:1][C:2]1([C:7]2[N:8]=[C:9]([CH2:12][N:13]3[CH:17]=[CH:16][C:15]([NH2:18])=[N:14]3)[S:10][CH:11]=2)[O:6]CCO1.[CH3:19][C:20]1[O:21][C:22]([C:28]2[CH:33]=[CH:32][CH:31]=[C:30]([O:34][C:35]([F:38])([F:37])[F:36])[CH:29]=2)=[C:23]([C:25](O)=[O:26])[N:24]=1, predict the reaction product. (3) The product is: [CH2:1]([O:3][CH2:4][O:5][C:6]1[CH:11]=[CH:10][C:9]([C:15]([F:20])([F:19])[C:14]([F:22])([F:21])[F:13])=[CH:8][CH:7]=1)[CH3:2]. Given the reactants [CH2:1]([O:3][CH2:4][O:5][C:6]1[CH:11]=[CH:10][C:9](I)=[CH:8][CH:7]=1)[CH3:2].[F:13][C:14]([F:22])([F:21])[C:15]([F:20])([F:19])C([O-])=O.[Na+].CN(C=O)C, predict the reaction product. (4) Given the reactants [CH3:1][C:2]1[S:3][C:4]([CH3:8])=[C:5]([CH3:7])[N:6]=1.[CH2:9]([I:13])[CH2:10][CH2:11][CH3:12], predict the reaction product. The product is: [I-:13].[CH2:9]([N+:6]1[C:5]([CH3:7])=[C:4]([CH3:8])[S:3][C:2]=1[CH3:1])[CH2:10][CH2:11][CH3:12]. (5) Given the reactants [F:1][C:2]([F:15])([F:14])[C:3]1[CH:8]=[CH:7][C:6](/[CH:9]=[CH:10]/[C:11](O)=[O:12])=[CH:5][CH:4]=1.C[N:17](C)C=O.O=S(Cl)Cl.N, predict the reaction product. The product is: [F:1][C:2]([F:15])([F:14])[C:3]1[CH:8]=[CH:7][C:6](/[CH:9]=[CH:10]/[C:11]([NH2:17])=[O:12])=[CH:5][CH:4]=1. (6) Given the reactants [NH2:1][C:2]1[N:7]=[CH:6][N:5]=[C:4]2[N:8]([CH:20]([C:22]3[O:23][C:24]4[C:29]([C:30](=[O:39])[C:31]=3[C:32]3[CH:37]=[CH:36][CH:35]=[C:34]([F:38])[CH:33]=3)=[CH:28][CH:27]=[CH:26][CH:25]=4)[CH3:21])[N:9]=[C:10]([C:11]3[CH:16]=[CH:15][C:14]([O:17]C)=[C:13]([F:19])[CH:12]=3)[C:3]=12, predict the reaction product. The product is: [NH2:1][C:2]1[N:7]=[CH:6][N:5]=[C:4]2[N:8]([CH:20]([C:22]3[O:23][C:24]4[C:29]([C:30](=[O:39])[C:31]=3[C:32]3[CH:37]=[CH:36][CH:35]=[C:34]([F:38])[CH:33]=3)=[CH:28][CH:27]=[CH:26][CH:25]=4)[CH3:21])[N:9]=[C:10]([C:11]3[CH:16]=[CH:15][C:14]([OH:17])=[C:13]([F:19])[CH:12]=3)[C:3]=12.